From a dataset of Forward reaction prediction with 1.9M reactions from USPTO patents (1976-2016). Predict the product of the given reaction. (1) Given the reactants [C:1]([C@H:3]1[CH2:8][CH2:7][C@H:6]([CH2:9][NH:10]C(=O)OC(C)(C)C)[CH2:5][CH2:4]1)#[N:2].FC(F)(F)C(O)=O, predict the reaction product. The product is: [NH2:10][CH2:9][C@H:6]1[CH2:7][CH2:8][C@H:3]([C:1]#[N:2])[CH2:4][CH2:5]1. (2) The product is: [CH:1]([O:4][C:5]([N:7]1[CH:12]([CH2:13][CH3:14])[CH2:11][CH:10]([N:15]([CH2:16][C:17]2[CH:22]=[C:21]([C:23]([F:26])([F:25])[F:24])[CH:20]=[C:19]([Cl:27])[CH:18]=2)[C:28]2[N:33]=[CH:32][C:31]([N:39]3[CH2:40][CH2:41][O:37][C:38]3=[O:42])=[CH:30][N:29]=2)[CH2:9][CH:8]1[CH2:35][CH3:36])=[O:6])([CH3:3])[CH3:2]. Given the reactants [CH:1]([O:4][C:5]([N:7]1[CH:12]([CH2:13][CH3:14])[CH2:11][CH:10]([N:15]([C:28]2[N:33]=[CH:32][C:31](Br)=[CH:30][N:29]=2)[CH2:16][C:17]2[CH:22]=[C:21]([C:23]([F:26])([F:25])[F:24])[CH:20]=[C:19]([Cl:27])[CH:18]=2)[CH2:9][CH:8]1[CH2:35][CH3:36])=[O:6])([CH3:3])[CH3:2].[O:37]1[CH2:41][CH2:40][NH:39][C:38]1=[O:42].[C@@H]1(N)CCCC[C@H]1N.C(=O)([O-])[O-].[K+].[K+].N, predict the reaction product. (3) Given the reactants [C:1]([O:5][C:6]([NH:8][C@:9]1([CH3:24])[C@H:13]([CH2:14][F:15])[CH2:12][N:11]([C@@H](C2C=CC=CC=2)C)[CH2:10]1)=[O:7])([CH3:4])([CH3:3])[CH3:2], predict the reaction product. The product is: [C:1]([O:5][C:6]([NH:8][C@:9]1([CH3:24])[C@H:13]([CH2:14][F:15])[CH2:12][NH:11][CH2:10]1)=[O:7])([CH3:4])([CH3:3])[CH3:2]. (4) Given the reactants [N+:1]([C:4]1[CH:13]=[CH:12][CH:11]=[C:10]2[C:5]=1[CH:6]=[CH:7][C:8](Cl)=[N:9]2)([O-])=O.[CH3:15][C:16]1[O:20][C:19]([CH2:21][NH2:22])=[CH:18][CH:17]=1.[CH3:23][C:24]1[N:25]=[CH:26][NH:27][C:28]=1[CH:29]=O, predict the reaction product. The product is: [CH3:15][C:16]1[O:20][C:19]([CH2:21][NH:22][C:8]2[CH:7]=[CH:6][C:5]3[C:4]([NH:1][CH2:23][C:24]4[N:25]=[CH:26][NH:27][C:28]=4[CH3:29])=[CH:13][CH:12]=[CH:11][C:10]=3[N:9]=2)=[CH:18][CH:17]=1.